Dataset: NCI-60 drug combinations with 297,098 pairs across 59 cell lines. Task: Regression. Given two drug SMILES strings and cell line genomic features, predict the synergy score measuring deviation from expected non-interaction effect. (1) Drug 1: CCCS(=O)(=O)NC1=C(C(=C(C=C1)F)C(=O)C2=CNC3=C2C=C(C=N3)C4=CC=C(C=C4)Cl)F. Drug 2: CC(CN1CC(=O)NC(=O)C1)N2CC(=O)NC(=O)C2. Cell line: SR. Synergy scores: CSS=69.2, Synergy_ZIP=2.69, Synergy_Bliss=3.00, Synergy_Loewe=1.87, Synergy_HSA=5.14. (2) Drug 1: CC1C(C(=O)NC(C(=O)N2CCCC2C(=O)N(CC(=O)N(C(C(=O)O1)C(C)C)C)C)C(C)C)NC(=O)C3=C4C(=C(C=C3)C)OC5=C(C(=O)C(=C(C5=N4)C(=O)NC6C(OC(=O)C(N(C(=O)CN(C(=O)C7CCCN7C(=O)C(NC6=O)C(C)C)C)C)C(C)C)C)N)C. Drug 2: CCC1(CC2CC(C3=C(CCN(C2)C1)C4=CC=CC=C4N3)(C5=C(C=C6C(=C5)C78CCN9C7C(C=CC9)(C(C(C8N6C=O)(C(=O)OC)O)OC(=O)C)CC)OC)C(=O)OC)O.OS(=O)(=O)O. Cell line: SK-OV-3. Synergy scores: CSS=9.22, Synergy_ZIP=-7.07, Synergy_Bliss=-3.65, Synergy_Loewe=-3.47, Synergy_HSA=-1.66. (3) Cell line: SNB-19. Drug 2: COCCOC1=C(C=C2C(=C1)C(=NC=N2)NC3=CC=CC(=C3)C#C)OCCOC.Cl. Drug 1: CC=C1C(=O)NC(C(=O)OC2CC(=O)NC(C(=O)NC(CSSCCC=C2)C(=O)N1)C(C)C)C(C)C. Synergy scores: CSS=62.4, Synergy_ZIP=2.15, Synergy_Bliss=6.72, Synergy_Loewe=-24.5, Synergy_HSA=3.90. (4) Drug 1: CC12CCC3C(C1CCC2=O)CC(=C)C4=CC(=O)C=CC34C. Drug 2: CCCCC(=O)OCC(=O)C1(CC(C2=C(C1)C(=C3C(=C2O)C(=O)C4=C(C3=O)C=CC=C4OC)O)OC5CC(C(C(O5)C)O)NC(=O)C(F)(F)F)O. Cell line: SNB-75. Synergy scores: CSS=26.5, Synergy_ZIP=3.18, Synergy_Bliss=5.37, Synergy_Loewe=6.98, Synergy_HSA=6.19. (5) Drug 1: C1=NC2=C(N=C(N=C2N1C3C(C(C(O3)CO)O)O)F)N. Drug 2: C1CN1C2=NC(=NC(=N2)N3CC3)N4CC4. Cell line: OVCAR3. Synergy scores: CSS=33.5, Synergy_ZIP=-7.88, Synergy_Bliss=-0.753, Synergy_Loewe=-1.71, Synergy_HSA=2.31. (6) Drug 1: CC1=C2C(C(=O)C3(C(CC4C(C3C(C(C2(C)C)(CC1OC(=O)C(C(C5=CC=CC=C5)NC(=O)OC(C)(C)C)O)O)OC(=O)C6=CC=CC=C6)(CO4)OC(=O)C)O)C)O. Drug 2: CC1=C(C(=CC=C1)Cl)NC(=O)C2=CN=C(S2)NC3=CC(=NC(=N3)C)N4CCN(CC4)CCO. Cell line: NCIH23. Synergy scores: CSS=6.79, Synergy_ZIP=-2.26, Synergy_Bliss=0.473, Synergy_Loewe=-0.711, Synergy_HSA=0.858.